Dataset: Reaction yield outcomes from USPTO patents with 853,638 reactions. Task: Predict the reaction yield, written as a fraction of the theoretical maximum amount of product (1.0 means a 100% yield; for example, 0.34 means a 34% yield). The reactants are [NH2:1][C:2]1[CH:27]=[CH:26][C:5]([O:6][C:7]2[N:12]=[CH:11][N:10]=[C:9]([NH:13][C:14]([N:16]3[CH2:21][CH2:20][CH:19]([N:22]4[CH2:25][CH2:24][CH2:23]4)[CH2:18][CH2:17]3)=[O:15])[CH:8]=2)=[C:4]([F:28])[CH:3]=1.CC1(C)C2(CS(O)(=O)=O)C(CC1CC2)=O.[C:44]1([CH2:50][C:51]([N:53]=[C:54]=[S:55])=[O:52])[CH:49]=[CH:48][CH:47]=[CH:46][CH:45]=1.C(=O)([O-])O.[Na+]. The catalyst is C(O)C.C(OCC)(=O)C.C(#N)C. The product is [F:28][C:4]1[CH:3]=[C:2]([NH:1][C:54]([NH:53][C:51](=[O:52])[CH2:50][C:44]2[CH:45]=[CH:46][CH:47]=[CH:48][CH:49]=2)=[S:55])[CH:27]=[CH:26][C:5]=1[O:6][C:7]1[N:12]=[CH:11][N:10]=[C:9]([NH:13][C:14]([N:16]2[CH2:21][CH2:20][CH:19]([N:22]3[CH2:25][CH2:24][CH2:23]3)[CH2:18][CH2:17]2)=[O:15])[CH:8]=1. The yield is 0.618.